This data is from Reaction yield outcomes from USPTO patents with 853,638 reactions. The task is: Predict the reaction yield, written as a fraction of the theoretical maximum amount of product (1.0 means a 100% yield; for example, 0.34 means a 34% yield). (1) The reactants are [F:1][C:2]([F:26])([F:25])[C:3]1[CH:8]=[CH:7][C:6]([C:9]2[O:13][C:12]([C:14]3[CH:15]=[C:16]([CH:22]=[CH:23][CH:24]=3)[C:17]([O:19]CC)=[O:18])=[CH:11][CH:10]=2)=[CH:5][CH:4]=1.[OH-].[Na+].O1CCCC1.Cl. The catalyst is O.C(O)C. The product is [F:25][C:2]([F:1])([F:26])[C:3]1[CH:4]=[CH:5][C:6]([C:9]2[O:13][C:12]([C:14]3[CH:15]=[C:16]([CH:22]=[CH:23][CH:24]=3)[C:17]([OH:19])=[O:18])=[CH:11][CH:10]=2)=[CH:7][CH:8]=1. The yield is 0.950. (2) The yield is 0.950. The catalyst is ClCCCl. The reactants are [Cl:1][C:2]1[CH:10]=[C:9]2[C:5]([CH:6]=[C:7]([CH3:11])[NH:8]2)=[CH:4][CH:3]=1.[F:12][C:13]([F:24])([F:23])[C:14](O[C:14](=[O:15])[C:13]([F:24])([F:23])[F:12])=[O:15]. The product is [Cl:1][C:2]1[CH:10]=[C:9]2[C:5]([C:6]([C:14](=[O:15])[C:13]([F:24])([F:23])[F:12])=[C:7]([CH3:11])[NH:8]2)=[CH:4][CH:3]=1. (3) The reactants are [OH:1][CH2:2][C:3]1[NH:8][C:7](=[O:9])[CH:6]=[CH:5][CH:4]=1.[H-].[Na+].[F:12][C:13]1[CH:21]=[CH:20][C:16]([C:17](Cl)=[O:18])=[CH:15][CH:14]=1. The catalyst is C1COCC1. The product is [F:12][C:13]1[CH:21]=[CH:20][C:16]([C:17]([O:1][CH2:2][C:3]2[NH:8][C:7](=[O:9])[CH:6]=[CH:5][CH:4]=2)=[O:18])=[CH:15][CH:14]=1. The yield is 0.325. (4) The reactants are CC1(C)C(C)(C)OB([C:9]2[CH:14]=[CH:13][N:12]=[CH:11][CH:10]=2)O1.Br[C:17]1[C:18]([C:27]2[CH:32]=[CH:31][N:30]=[CH:29][C:28]=2[Cl:33])=[N:19][C:20]([NH2:26])=[C:21]([N+:23]([O-:25])=[O:24])[CH:22]=1. No catalyst specified. The product is [Cl:33][C:28]1[CH:29]=[N:30][CH:31]=[CH:32][C:27]=1[C:18]1[C:17]([C:9]2[CH:10]=[CH:11][N:12]=[CH:13][CH:14]=2)=[CH:22][C:21]([N+:23]([O-:25])=[O:24])=[C:20]([NH2:26])[N:19]=1. The yield is 0.850.